This data is from Reaction yield outcomes from USPTO patents with 853,638 reactions. The task is: Predict the reaction yield, written as a fraction of the theoretical maximum amount of product (1.0 means a 100% yield; for example, 0.34 means a 34% yield). (1) The reactants are [C:1]([O:4][C:5]1[CH:6]=[C:7]2[C:12](=[CH:13][C:14]=1[O:15][CH3:16])[N:11]=[C:10]([C:17]1[CH:22]=[CH:21][CH:20]=[C:19]([C:23]3[CH:28]=[CH:27][CH:26]=[CH:25][CH:24]=3)[CH:18]=1)[N:9]=[C:8]2Cl)(=[O:3])[CH3:2].[NH2:30][C:31]1[CH:32]=[C:33]2[C:37](=[CH:38][CH:39]=1)[N:36]([C:40]([O:42][C:43]([CH3:46])([CH3:45])[CH3:44])=[O:41])[N:35]=[CH:34]2. The product is [C:1]([O:4][C:5]1[CH:6]=[C:7]2[C:12](=[CH:13][C:14]=1[O:15][CH3:16])[N:11]=[C:10]([C:17]1[CH:22]=[CH:21][CH:20]=[C:19]([C:23]3[CH:28]=[CH:27][CH:26]=[CH:25][CH:24]=3)[CH:18]=1)[N:9]=[C:8]2[NH:30][C:31]1[CH:32]=[C:33]2[C:37](=[CH:38][CH:39]=1)[N:36]([C:40]([O:42][C:43]([CH3:46])([CH3:45])[CH3:44])=[O:41])[N:35]=[CH:34]2)(=[O:3])[CH3:2]. The yield is 0.770. The catalyst is C(O)(C)C. (2) The reactants are Br[CH2:2][CH2:3][C:4]#[C:5][CH2:6][O:7][Si:8]([C:21]([CH3:24])([CH3:23])[CH3:22])([C:15]1[CH:20]=[CH:19][CH:18]=[CH:17][CH:16]=1)[C:9]1[CH:14]=[CH:13][CH:12]=[CH:11][CH:10]=1.[P:25](OCC)([O:30][CH2:31][CH3:32])([O:27][CH2:28][CH3:29])=[O:26]. No catalyst specified. The product is [CH2:28]([O:27][P:25]([CH2:2][CH2:3][C:4]#[C:5][CH2:6][O:7][Si:8]([C:21]([CH3:24])([CH3:23])[CH3:22])([C:15]1[CH:20]=[CH:19][CH:18]=[CH:17][CH:16]=1)[C:9]1[CH:14]=[CH:13][CH:12]=[CH:11][CH:10]=1)(=[O:26])[O:30][CH2:31][CH3:32])[CH3:29]. The yield is 0.980. (3) The reactants are [F:1][C:2]([F:13])([F:12])[C:3](=O)[CH2:4][C:5](=O)[C:6]([CH3:9])([CH3:8])[CH3:7].Cl.[N+:15]([C:18]1[CH:23]=[CH:22][C:21]([NH:24][NH2:25])=[CH:20][CH:19]=1)([O-:17])=[O:16]. No catalyst specified. The product is [C:6]([C:5]1[N:24]([C:21]2[CH:22]=[CH:23][C:18]([N+:15]([O-:17])=[O:16])=[CH:19][CH:20]=2)[N:25]=[C:3]([C:2]([F:13])([F:12])[F:1])[CH:4]=1)([CH3:9])([CH3:8])[CH3:7]. The yield is 0.947. (4) The reactants are [CH3:1][C:2]1[S:3][CH:4]=[C:5](/[CH:7]=[CH:8]/[C:9]2[C:10]([O:20]COC)=[N:11][N:12]([C:14]3[CH:19]=[CH:18][CH:17]=[CH:16][CH:15]=3)[CH:13]=2)[N:6]=1.[ClH:24]. The catalyst is CO. The product is [ClH:24].[CH3:1][C:2]1[S:3][CH:4]=[C:5](/[CH:7]=[CH:8]/[C:9]2[C:10]([OH:20])=[N:11][N:12]([C:14]3[CH:19]=[CH:18][CH:17]=[CH:16][CH:15]=3)[CH:13]=2)[N:6]=1. The yield is 0.900. (5) The reactants are [N:1]1([C:6]([O:8][CH2:9][C:10]2[CH:15]=[CH:14][CH:13]=[CH:12][CH:11]=2)=[O:7])CC=C[CH2:2]1.C[N+]1([O-])CC[O:20]CC1.[CH3:24][C:25]([CH3:27])=[O:26]. The catalyst is O.O=[Os](=O)(=O)=O. The product is [OH:26][C@H:25]1[C@@H:27]([OH:20])[CH2:2][N:1]([C:6]([O:8][CH2:9][C:10]2[CH:15]=[CH:14][CH:13]=[CH:12][CH:11]=2)=[O:7])[CH2:24]1. The yield is 0.150.